From a dataset of Full USPTO retrosynthesis dataset with 1.9M reactions from patents (1976-2016). Predict the reactants needed to synthesize the given product. (1) Given the product [Cl:1][C:2]1[CH:7]=[C:6]([Cl:8])[CH:5]=[C:4]([Cl:9])[C:3]=1[N:10]1[C:14]2=[N:15][C:16]([CH2:20][C:21]3[CH:26]=[CH:25][C:24]([NH:27][C:40](=[O:41])[CH2:39][Cl:38])=[CH:23][CH:22]=3)=[N:17][C:18](=[O:19])[C:13]2=[C:12]([CH:28]([CH3:30])[CH3:29])[NH:11]1, predict the reactants needed to synthesize it. The reactants are: [Cl:1][C:2]1[CH:7]=[C:6]([Cl:8])[CH:5]=[C:4]([Cl:9])[C:3]=1[N:10]1[C:14]2=[N:15][C:16]([CH2:20][C:21]3[CH:26]=[CH:25][C:24]([NH2:27])=[CH:23][CH:22]=3)=[N:17][C:18](=[O:19])[C:13]2=[C:12]([CH:28]([CH3:30])[CH3:29])[NH:11]1.C(N(CC)CC)C.[Cl:38][CH2:39][C:40](Cl)=[O:41]. (2) Given the product [ClH:41].[NH2:31][C:20]1[C:19]2[N:29]=[C:16]3[CH2:15][O:14][CH2:13][C@H:12]([CH2:11][C:8]4[CH:9]=[CH:10][C:5]([OH:4])=[CH:6][CH:7]=4)[N:17]3[C:18]=2[C:27]2[C:22](=[CH:23][CH:24]=[CH:25][CH:26]=2)[N:21]=1, predict the reactants needed to synthesize it. The reactants are: C([O:4][C:5]1[CH:10]=[CH:9][C:8]([CH2:11][C@@H:12]2[N:17]3[C:18]4[C:27]5[C:22](=[CH:23][CH:24]=[CH:25][CH:26]=5)[N+:21]([O-])=[CH:20][C:19]=4[N:29]=[C:16]3[CH2:15][O:14][CH2:13]2)=[CH:7][CH:6]=1)(=O)C.[OH-].[NH4+:31].C1(C)C=CC(S([Cl:41])(=O)=O)=CC=1.C(Cl)(Cl)Cl. (3) Given the product [Cl:1][C:2]1[CH:8]=[C:7]([O:9][C:10]2[C:19]3[C:14](=[CH:15][C:16]([O:22][CH3:23])=[C:17]([O:20][CH3:21])[CH:18]=3)[N:13]=[CH:12][N:11]=2)[CH:6]=[CH:5][C:3]=1[NH:4][C:28](=[O:34])[O:27][CH2:25][C:38]1[CH:39]=[CH:40][CH:41]=[CH:42][C:37]=1[CH3:36], predict the reactants needed to synthesize it. The reactants are: [Cl:1][C:2]1[CH:8]=[C:7]([O:9][C:10]2[C:19]3[C:14](=[CH:15][C:16]([O:22][CH3:23])=[C:17]([O:20][CH3:21])[CH:18]=3)[N:13]=[CH:12][N:11]=2)[CH:6]=[CH:5][C:3]=1[NH2:4].Cl[C:25](Cl)([O:27][C:28](=[O:34])OC(Cl)(Cl)Cl)Cl.[CH3:36][C:37]1[CH:42]=[CH:41][CH:40]=[CH:39][C:38]=1CO.C(=O)(O)[O-].[Na+]. (4) The reactants are: C1(C)C=CC(S([O-])(=O)=O)=CC=1.[NH+]1C=CC=CC=1.O1CCCCC1[O:24][C:25]1[CH:30]=[CH:29][C:28]([N:31]2[CH2:36][CH2:35][CH:34]([O:37][CH2:38][C:39]3[CH:44]=[CH:43][C:42]([O:45][C:46]([F:49])([F:48])[F:47])=[CH:41][CH:40]=3)[CH2:33][CH2:32]2)=[CH:27][CH:26]=1. Given the product [F:48][C:46]([F:47])([F:49])[O:45][C:42]1[CH:41]=[CH:40][C:39]([CH2:38][O:37][CH:34]2[CH2:35][CH2:36][N:31]([C:28]3[CH:29]=[CH:30][C:25]([OH:24])=[CH:26][CH:27]=3)[CH2:32][CH2:33]2)=[CH:44][CH:43]=1, predict the reactants needed to synthesize it. (5) Given the product [CH2:1]([S:4]([N:7]1[CH2:12][CH2:11][N:10]([CH2:13][C:14]2[CH:19]=[CH:18][C:17]([NH:20][C:21]([C:23]3[CH:28]=[CH:27][C:26]([C:29]4[CH:34]=[C:33]([NH:35][C:53]([CH:50]5[CH2:52][CH2:51]5)=[O:54])[CH:32]=[CH:31][C:30]=4[O:36][C:37]([F:39])([F:40])[F:38])=[CH:25][CH:24]=3)=[O:22])=[CH:16][CH:15]=2)[CH2:9][CH2:8]1)(=[O:5])=[O:6])[CH2:2][CH3:3], predict the reactants needed to synthesize it. The reactants are: [CH2:1]([S:4]([N:7]1[CH2:12][CH2:11][N:10]([CH2:13][C:14]2[CH:19]=[CH:18][C:17]([NH:20][C:21]([C:23]3[CH:28]=[CH:27][C:26]([C:29]4[CH:34]=[C:33]([NH2:35])[CH:32]=[CH:31][C:30]=4[O:36][C:37]([F:40])([F:39])[F:38])=[CH:25][CH:24]=3)=[O:22])=[CH:16][CH:15]=2)[CH2:9][CH2:8]1)(=[O:6])=[O:5])[CH2:2][CH3:3].C(N(CC)C(C)C)(C)C.[CH:50]1([C:53](Cl)=[O:54])[CH2:52][CH2:51]1. (6) Given the product [F:20][C:14]1[CH:15]=[C:16]([F:19])[CH:17]=[CH:18][C:13]=1[S:10]([NH:9][C:4]1[C:5]([F:8])=[N:6][CH:7]=[C:2]([C:40]2[S:44][C:43]([C:45]3[CH:46]=[C:47]4[C:51](=[CH:52][CH:53]=3)[C:50](=[O:54])[N:49]([CH3:55])[CH2:48]4)=[CH:42][CH:41]=2)[CH:3]=1)(=[O:12])=[O:11], predict the reactants needed to synthesize it. The reactants are: Br[C:2]1[CH:3]=[C:4]([NH:9][S:10]([C:13]2[CH:18]=[CH:17][C:16]([F:19])=[CH:15][C:14]=2[F:20])(=[O:12])=[O:11])[C:5]([F:8])=[N:6][CH:7]=1.B1(B2OC(C)(C)C(C)(C)O2)OC(C)(C)C(C)(C)O1.I[C:40]1[S:44][C:43]([C:45]2[CH:46]=[C:47]3[C:51](=[CH:52][CH:53]=2)[C:50](=[O:54])[N:49]([CH3:55])[CH2:48]3)=[CH:42][CH:41]=1. (7) Given the product [CH3:1][N:2]1[C:6]([CH2:7][NH:8][C:9](=[O:41])[C:10]2[CH:15]=[CH:14][CH:13]=[CH:12][C:11]=2[NH:16][C:17]2[CH:25]=[C:24]3[C:20]([C:21]([CH:34]=[N:35][N:36]4[CH:40]=[CH:39][CH:38]=[CH:37]4)=[N:22][NH:23]3)=[CH:19][CH:18]=2)=[CH:5][C:4]([CH3:42])=[N:3]1, predict the reactants needed to synthesize it. The reactants are: [CH3:1][N:2]1[C:6]([CH2:7][NH:8][C:9](=[O:41])[C:10]2[CH:15]=[CH:14][CH:13]=[CH:12][C:11]=2[NH:16][C:17]2[CH:25]=[C:24]3[C:20]([C:21]([CH:34]=[N:35][N:36]4[CH:40]=[CH:39][CH:38]=[CH:37]4)=[N:22][N:23]3COCC[Si](C)(C)C)=[CH:19][CH:18]=2)=[CH:5][C:4]([CH3:42])=[N:3]1.C1(N)C=CC=C(N)C=1. (8) The reactants are: [Cl:1][C:2]1[CH:3]=[CH:4][C:5]2[N:6]([C:8]([C:18]3[CH:23]=[CH:22][N:21]=[C:20]([NH:24]C(=O)OC(C)(C)C)[CH:19]=3)=[C:9]([C:11]3[CH:16]=[CH:15][C:14]([Cl:17])=[CH:13][CH:12]=3)[N:10]=2)[N:7]=1.Cl. Given the product [Cl:1][C:2]1[CH:3]=[CH:4][C:5]2[N:6]([C:8]([C:18]3[CH:23]=[CH:22][N:21]=[C:20]([NH2:24])[CH:19]=3)=[C:9]([C:11]3[CH:12]=[CH:13][C:14]([Cl:17])=[CH:15][CH:16]=3)[N:10]=2)[N:7]=1, predict the reactants needed to synthesize it.